Dataset: HIV replication inhibition screening data with 41,000+ compounds from the AIDS Antiviral Screen. Task: Binary Classification. Given a drug SMILES string, predict its activity (active/inactive) in a high-throughput screening assay against a specified biological target. (1) The molecule is Cc1c(N(C)C)ccc2c(=O)c3cccc(CC(=O)O)c3oc12.[NaH]. The result is 0 (inactive). (2) The result is 0 (inactive). The compound is O=CC(=C(Cl)c1ccc(O)cc1)c1ccccc1. (3) The result is 0 (inactive). The compound is CCOC(=O)C1C2CCC(C2=C(c2ccccc2)c2ccccc2)C1C(=O)O. (4) The molecule is O=C(CC(=O)N1N=C(n2ccc3ccccc32)CC1c1ccccc1)Nc1cccc(Cl)c1. The result is 0 (inactive). (5) The molecule is CC(=O)c1ccccc1NS(=O)(=O)c1ccc2nc(C)n(NS(=O)(=O)c3ccccc3C(C)=O)c(=O)c2c1. The result is 0 (inactive). (6) The drug is COC(=O)C1(C)CCCC2(C)C1CCC13C=C(C(C)C)C(CC21)CC3(Cl)C#N. The result is 0 (inactive). (7) The molecule is CC12CC(Sc3ccccc3N1)c1ccccc1O2. The result is 0 (inactive). (8) The molecule is C1=Cc2ccccc2C(c2ccccc2)=NC1. The result is 0 (inactive).